Dataset: Reaction yield outcomes from USPTO patents with 853,638 reactions. Task: Predict the reaction yield, written as a fraction of the theoretical maximum amount of product (1.0 means a 100% yield; for example, 0.34 means a 34% yield). (1) The reactants are C(OP([CH2:9][C:10]([O:12][CH2:13][CH3:14])=[O:11])(OCC)=O)C.[H-].[Na+].[CH2:17]([O:21][C:22]1[CH:26]=[C:25]([CH:27]=O)[N:24]([CH2:29][C:30]2[CH:35]=[CH:34][C:33]([Cl:36])=[CH:32][C:31]=2[Cl:37])[N:23]=1)[CH2:18][CH2:19][CH3:20]. The catalyst is CN(C)C=O.O1CCCC1. The product is [CH2:17]([O:21][C:22]1[CH:26]=[C:25](/[CH:27]=[CH:9]/[C:10]([O:12][CH2:13][CH3:14])=[O:11])[N:24]([CH2:29][C:30]2[CH:35]=[CH:34][C:33]([Cl:36])=[CH:32][C:31]=2[Cl:37])[N:23]=1)[CH2:18][CH2:19][CH3:20]. The yield is 1.00. (2) The reactants are [F:1][C:2]([F:15])([F:14])[C:3]1[C:8]([C:9]([F:12])([F:11])[F:10])=[CH:7][CH:6]=[CH:5][C:4]=1[NH2:13].[F:16][C:17]1[C:22]([CH2:23][NH2:24])=[CH:21][CH:20]=[CH:19][N:18]=1.ClC1C(Cl)=CC=CC1(N=[C:35]=[S:36])F. The yield is 0.900. No catalyst specified. The product is [F:1][C:2]([F:14])([F:15])[C:3]1[C:8]([C:9]([F:11])([F:12])[F:10])=[CH:7][CH:6]=[CH:5][C:4]=1[NH:13][C:35]([NH:24][CH2:23][C:22]1[C:17]([F:16])=[N:18][CH:19]=[CH:20][CH:21]=1)=[S:36]. (3) The reactants are C[N:2]([CH3:19])[CH:3]=[CH:4][C:5]([C:7]1[CH:8]=[C:9]([N:13]([CH2:17][CH3:18])[C:14](=[O:16])[CH3:15])[CH:10]=[CH:11][CH:12]=1)=O.N[C:21]1[C:25]([C:26]#[N:27])=C[NH:23][N:22]=1.Cl. The catalyst is O.CO. The product is [CH3:18][CH2:17][N:13]([C:14]([CH3:15])=[O:16])[C:9]1[CH:10]=[CH:11][CH:12]=[C:7]([C:5]2[N:23]3[N:22]=[CH:21][C:25]([C:26]#[N:27])=[C:19]3[N:2]=[CH:3][CH:4]=2)[CH:8]=1. The yield is 0.977. (4) The reactants are [F:1][C:2]1[CH:8]=[C:7]([O:9][C:10]2[C:19]3[C:14](=[CH:15][C:16]([CH2:22][CH2:23][CH2:24]Cl)=[C:17]([O:20][CH3:21])[CH:18]=3)[N:13]=[CH:12][CH:11]=2)[CH:6]=[CH:5][C:3]=1[NH2:4].[C:26](=[O:29])([O-])[O-].[K+].[K+].[I-].[Na+].FC1C=CC([CH2:41][C:42](O)=O)=CC=1.[CH3:45][N:46](C)C=O. The catalyst is C(Cl)(Cl)Cl.CO. The product is [F:1][C:2]1[CH:8]=[C:7]([O:9][C:10]2[C:19]3[C:14](=[CH:15][C:16]([CH2:22][CH2:23][CH2:24][N:46]4[CH2:45][CH2:26][O:29][CH2:42][CH2:41]4)=[C:17]([O:20][CH3:21])[CH:18]=3)[N:13]=[CH:12][CH:11]=2)[CH:6]=[CH:5][C:3]=1[NH2:4]. The yield is 0.760.